Dataset: NCI-60 drug combinations with 297,098 pairs across 59 cell lines. Task: Regression. Given two drug SMILES strings and cell line genomic features, predict the synergy score measuring deviation from expected non-interaction effect. (1) Drug 1: CC1C(C(CC(O1)OC2CC(CC3=C2C(=C4C(=C3O)C(=O)C5=C(C4=O)C(=CC=C5)OC)O)(C(=O)C)O)N)O.Cl. Drug 2: C1=CN(C=N1)CC(O)(P(=O)(O)O)P(=O)(O)O. Cell line: EKVX. Synergy scores: CSS=3.15, Synergy_ZIP=-1.69, Synergy_Bliss=-1.15, Synergy_Loewe=-4.31, Synergy_HSA=-1.13. (2) Drug 1: CC12CCC(CC1=CCC3C2CCC4(C3CC=C4C5=CN=CC=C5)C)O. Drug 2: CC1=C2C(C(=O)C3(C(CC4C(C3C(C(C2(C)C)(CC1OC(=O)C(C(C5=CC=CC=C5)NC(=O)C6=CC=CC=C6)O)O)OC(=O)C7=CC=CC=C7)(CO4)OC(=O)C)O)C)OC(=O)C. Cell line: BT-549. Synergy scores: CSS=56.5, Synergy_ZIP=13.5, Synergy_Bliss=12.7, Synergy_Loewe=-10.2, Synergy_HSA=12.5. (3) Drug 1: C1=CC=C(C(=C1)C(C2=CC=C(C=C2)Cl)C(Cl)Cl)Cl. Drug 2: C1C(C(OC1N2C=NC3=C2NC=NCC3O)CO)O. Synergy scores: CSS=0.564, Synergy_ZIP=-1.04, Synergy_Bliss=-2.54, Synergy_Loewe=-1.06, Synergy_HSA=-2.11. Cell line: ACHN. (4) Drug 1: C1C(C(OC1N2C=C(C(=O)NC2=O)F)CO)O. Drug 2: C1=CN(C=N1)CC(O)(P(=O)(O)O)P(=O)(O)O. Cell line: SNB-19. Synergy scores: CSS=15.3, Synergy_ZIP=-7.17, Synergy_Bliss=2.29, Synergy_Loewe=-26.5, Synergy_HSA=-0.480. (5) Drug 1: CC1=C(C=C(C=C1)C(=O)NC2=CC(=CC(=C2)C(F)(F)F)N3C=C(N=C3)C)NC4=NC=CC(=N4)C5=CN=CC=C5. Drug 2: CC1=C2C(C(=O)C3(C(CC4C(C3C(C(C2(C)C)(CC1OC(=O)C(C(C5=CC=CC=C5)NC(=O)C6=CC=CC=C6)O)O)OC(=O)C7=CC=CC=C7)(CO4)OC(=O)C)O)C)OC(=O)C. Cell line: UACC62. Synergy scores: CSS=27.0, Synergy_ZIP=17.7, Synergy_Bliss=18.5, Synergy_Loewe=-4.37, Synergy_HSA=12.2.